This data is from Forward reaction prediction with 1.9M reactions from USPTO patents (1976-2016). The task is: Predict the product of the given reaction. Given the reactants [F:1][C:2]1[CH:7]=[CH:6][CH:5]=[CH:4][C:3]=1[CH2:8][C:9]([OH:11])=[O:10].Cl.[CH3:13]O, predict the reaction product. The product is: [F:1][C:2]1[CH:7]=[CH:6][CH:5]=[CH:4][C:3]=1[CH2:8][C:9]([O:11][CH3:13])=[O:10].